Task: Regression. Given two drug SMILES strings and cell line genomic features, predict the synergy score measuring deviation from expected non-interaction effect.. Dataset: NCI-60 drug combinations with 297,098 pairs across 59 cell lines (1) Drug 1: CN1C(=O)N2C=NC(=C2N=N1)C(=O)N. Drug 2: CCC1(C2=C(COC1=O)C(=O)N3CC4=CC5=C(C=CC(=C5CN(C)C)O)N=C4C3=C2)O.Cl. Cell line: COLO 205. Synergy scores: CSS=49.6, Synergy_ZIP=4.98, Synergy_Bliss=4.33, Synergy_Loewe=-17.0, Synergy_HSA=2.64. (2) Drug 1: CC(C)NC(=O)C1=CC=C(C=C1)CNNC.Cl. Drug 2: C(CN)CNCCSP(=O)(O)O. Cell line: NCI-H322M. Synergy scores: CSS=6.72, Synergy_ZIP=0.698, Synergy_Bliss=3.49, Synergy_Loewe=2.93, Synergy_HSA=2.75. (3) Drug 1: CNC(=O)C1=NC=CC(=C1)OC2=CC=C(C=C2)NC(=O)NC3=CC(=C(C=C3)Cl)C(F)(F)F. Drug 2: C1CNP(=O)(OC1)N(CCCl)CCCl. Cell line: MCF7. Synergy scores: CSS=-3.32, Synergy_ZIP=1.92, Synergy_Bliss=-0.276, Synergy_Loewe=-4.12, Synergy_HSA=-4.76.